From a dataset of Reaction yield outcomes from USPTO patents with 853,638 reactions. Predict the reaction yield, written as a fraction of the theoretical maximum amount of product (1.0 means a 100% yield; for example, 0.34 means a 34% yield). (1) The reactants are [C:1]1([C:7]#[C:8][C:9]2[CH2:13][C:12]3([CH2:18][CH2:17]N(C(OC(C)(C)C)=O)[CH2:15][CH2:14]3)[O:11][N:10]=2)[CH:6]=[CH:5][CH:4]=[CH:3][CH:2]=1.C=C1CC[C:30]2([O:34][CH2:33][CH2:32][O:31]2)CC1. No catalyst specified. The product is [C:1]1([C:7]#[C:8][C:9]2[CH2:13][C:12]3([CH2:14][CH2:15][C:30]4([O:34][CH2:33][CH2:32][O:31]4)[CH2:17][CH2:18]3)[O:11][N:10]=2)[CH:2]=[CH:3][CH:4]=[CH:5][CH:6]=1. The yield is 0.449. (2) The reactants are Br[C:2]1[C:10]2[C:5](=[CH:6][CH:7]=[C:8]([C:11]3[N:15]=[CH:14][N:13](C(C4C=CC=CC=4)(C4C=CC=CC=4)C4C=CC=CC=4)[N:12]=3)[CH:9]=2)[N:4](C2CCCCO2)[N:3]=1.[CH3:41][C:42]1[CH:47]=[CH:46][C:45](B(O)O)=[CH:44][CH:43]=1.ClCCl.P([O-])([O-])([O-])=O.[K+].[K+].[K+]. The catalyst is COCCOC.C1(P(C2C=CC=CC=2)[C-]2C=CC=C2)C=CC=CC=1.[C-]1(P(C2C=CC=CC=2)C2C=CC=CC=2)C=CC=C1.[Fe+2]. The product is [CH3:41][C:42]1[CH:47]=[CH:46][C:45]([C:2]2[C:10]3[C:5](=[CH:6][CH:7]=[C:8]([C:11]4[N:15]=[CH:14][NH:13][N:12]=4)[CH:9]=3)[NH:4][N:3]=2)=[CH:44][CH:43]=1. The yield is 0.850. (3) The reactants are [CH3:1][S:2]([CH2:5][CH2:6][OH:7])(=[O:4])=[O:3].C(N(CC)CC)C.[CH3:15][S:16]([Cl:19])(=[O:18])=[O:17].S([O-])([O-])(=O)=O.[Na+].[Na+]. The catalyst is O.ClCCl. The product is [CH3:15][S:16]([Cl:19])(=[O:18])=[O:17].[CH3:15][S:16]([O:7][CH2:6][CH2:5][S:2]([CH3:1])(=[O:4])=[O:3])(=[O:18])=[O:17]. The yield is 0.670. (4) The reactants are C(N(C(C)C)C(C)C)C.[NH2:10][C:11]1[CH:16]=[CH:15][CH:14]=[CH:13][CH:12]=1.[CH3:17][O:18][C:19](=[O:45])[C:20]([CH3:44])([CH3:43])[CH2:21][O:22][C:23]1[N:28]=[CH:27][C:26]([C:29]2[CH:38]=[C:37]3[C:32]([C:33]([C:40](O)=[O:41])=[CH:34][C:35]([CH3:39])=[N:36]3)=[CH:31][CH:30]=2)=[CH:25][CH:24]=1. The catalyst is CN(C)C=O. The product is [CH3:44][C:20]([CH3:43])([CH2:21][O:22][C:23]1[CH:24]=[CH:25][C:26]([C:29]2[CH:38]=[C:37]3[C:32]([C:33]([C:40](=[O:41])[NH:10][C:11]4[CH:16]=[CH:15][CH:14]=[CH:13][CH:12]=4)=[CH:34][C:35]([CH3:39])=[N:36]3)=[CH:31][CH:30]=2)=[CH:27][N:28]=1)[C:19]([O:18][CH3:17])=[O:45]. The yield is 0.880. (5) The reactants are [NH2:1][C@@H:2]([CH2:33][C:34]1[CH:39]=[CH:38][CH:37]=[CH:36][CH:35]=1)[C@@H:3]([OH:32])[CH2:4][C@@H:5]([NH:19][C:20]([C@@H:22]([NH:27][C:28](=[O:31])[O:29][CH3:30])[C:23]([CH3:26])([CH3:25])[CH3:24])=[O:21])[CH2:6][C:7]1[CH:12]=[CH:11][C:10]([C:13]2[CH:18]=[CH:17][CH:16]=[CH:15][N:14]=2)=[CH:9][CH:8]=1.[CH3:40][C@@H:41]([CH2:60][CH3:61])[C@H:42]([N:46]1[CH2:50][CH2:49][N:48]([CH2:51][C:52]2[CH:57]=[CH:56][CH:55]=[C:54]([CH3:58])[N:53]=2)[C:47]1=[O:59])[C:43](O)=[O:44].CCOP(ON1N=NC2C=CC=CC=2C1=O)(OCC)=O.C(N(CC)C(C)C)(C)C. The catalyst is C1COCC1. The product is [OH:32][C@H:3]([C@@H:2]([NH:1][C:43](=[O:44])[C@@H:42]([N:46]1[CH2:50][CH2:49][N:48]([CH2:51][C:52]2[CH:57]=[CH:56][CH:55]=[C:54]([CH3:58])[N:53]=2)[C:47]1=[O:59])[CH:41]([CH3:40])[CH2:60][CH3:61])[CH2:33][C:34]1[CH:35]=[CH:36][CH:37]=[CH:38][CH:39]=1)[CH2:4][C@@H:5]([NH:19][C:20]([C@@H:22]([NH:27][C:28](=[O:31])[O:29][CH3:30])[C:23]([CH3:26])([CH3:25])[CH3:24])=[O:21])[CH2:6][C:7]1[CH:12]=[CH:11][C:10]([C:13]2[CH:18]=[CH:17][CH:16]=[CH:15][N:14]=2)=[CH:9][CH:8]=1. The yield is 0.510.